Dataset: Peptide-MHC class I binding affinity with 185,985 pairs from IEDB/IMGT. Task: Regression. Given a peptide amino acid sequence and an MHC pseudo amino acid sequence, predict their binding affinity value. This is MHC class I binding data. (1) The peptide sequence is FYLPNIVDY. The MHC is HLA-B39:01 with pseudo-sequence HLA-B39:01. The binding affinity (normalized) is 0.0847. (2) The peptide sequence is FLRDNRAVL. The MHC is HLA-B40:01 with pseudo-sequence HLA-B40:01. The binding affinity (normalized) is 0.0847.